From a dataset of Cav3 T-type calcium channel HTS with 100,875 compounds. Binary Classification. Given a drug SMILES string, predict its activity (active/inactive) in a high-throughput screening assay against a specified biological target. (1) The molecule is s1nc(SC)c(C(=O)NCCNC(=O)CC)c1SC. The result is 0 (inactive). (2) The molecule is s1c(nnc1NC(=O)Cc1sccc1)C(C)C. The result is 0 (inactive). (3) The molecule is O=C1N(CCC1)CCCNc1ncnc2c1[nH]c1c2cc(OC)cc1. The result is 0 (inactive). (4) The molecule is s1c2c(CCC2)c(c1NC(=O)CC)C(=O)N. The result is 0 (inactive). (5) The molecule is s1c(C(=O)C2C(O)(NC(=O)NC2c2ccncc2)C(F)(F)F)ccc1. The result is 0 (inactive). (6) The drug is O1C(OCc2ccc(cc2)CO)CC(C(C)C)C=C1C(O)=O. The result is 0 (inactive). (7) The compound is O(C(=O)C1CCN(CC1)\C=C1/C(=O)N(Cc2occc2)C(=O)NC1=O)CC. The result is 0 (inactive). (8) The drug is O(c1cc(ccc1)C)CC(=O)Nc1cc(ccc1O)C. The result is 0 (inactive). (9) The drug is O(c1ccc(C2N=c3n([nH]c(n3)N)C(C2)c2c(cccc2)C)cc1)C. The result is 0 (inactive).